Predict the product of the given reaction. From a dataset of Forward reaction prediction with 1.9M reactions from USPTO patents (1976-2016). (1) Given the reactants [C:1]([N:8]1[CH2:13][CH2:12][NH:11][CH2:10][CH2:9]1)([O:3][C:4]([CH3:7])([CH3:6])[CH3:5])=[O:2].Cl[CH2:15][C:16]([N:18]([CH3:20])[CH3:19])=[O:17].C(N(CC)CC)C, predict the reaction product. The product is: [C:4]([O:3][C:1]([N:8]1[CH2:9][CH2:10][N:11]([CH2:15][C:16](=[O:17])[N:18]([CH3:20])[CH3:19])[CH2:12][CH2:13]1)=[O:2])([CH3:7])([CH3:6])[CH3:5]. (2) The product is: [Cl:1][C:2]1[CH:7]=[CH:6][C:5]([C@@H:8]([C:16]2[CH:21]=[CH:20][CH:19]=[CH:18][N:17]=2)[O:9][CH:10]2[CH2:11][CH2:12][NH:13][CH2:14][CH2:15]2)=[CH:4][CH:3]=1. Given the reactants [Cl:1][C:2]1[CH:7]=[CH:6][C:5]([CH:8]([C:16]2[CH:21]=[CH:20][CH:19]=[CH:18][N:17]=2)[O:9][CH:10]2[CH2:15][CH2:14][NH:13][CH2:12][CH2:11]2)=[CH:4][CH:3]=1.O[C@@H]([C@@H](C1C=CC(OC)=CC=1)SC1C=CC=CC=1[N+]([O-])=O)C(O)=O, predict the reaction product.